Dataset: M1 muscarinic receptor antagonist screen with 61,756 compounds. Task: Binary Classification. Given a drug SMILES string, predict its activity (active/inactive) in a high-throughput screening assay against a specified biological target. (1) The molecule is Fc1ccc(C(=O)C2CCN(CC2)CC(=O)Nc2ccc(N(C)C)cc2)cc1. The result is 0 (inactive). (2) The molecule is Clc1c(c2oc(N3CCOCC3)c(n2)C#N)cccc1. The result is 0 (inactive). (3) The molecule is O1c2cc(CNC(=O)Cn3c4c(c(c3)C(=O)C)cccc4)ccc2OC1. The result is 0 (inactive). (4) The molecule is O=C/1N(CCCC)C(=O)NC(=O)C1=C(\Nc1ccc(cc1)C(O)=O)C. The result is 0 (inactive). (5) The compound is O1C23C(C(C1(C=C3)C)C(=O)NCc1occc1)C(=O)N(C2)Cc1ccccc1. The result is 0 (inactive). (6) The compound is O(CCn1nnnc1C(N1CCN(CC1)c1c(ccc(c1)C)C)c1ncccc1)C. The result is 0 (inactive). (7) The compound is Brc1ccc(/C(=C2/SC(N3CCOCC3)=NC2=O)C)cc1. The result is 0 (inactive). (8) The molecule is o1nc(cc1C1CC1)C(=O)N1CCN(CC1)C(c1ccccc1)c1ccccc1. The result is 0 (inactive). (9) The molecule is O=C(NC1CCCC1)CN(Cc1ccccc1)C(=O)CCCC(=O)Nc1ncccc1. The result is 0 (inactive).